Dataset: Reaction yield outcomes from USPTO patents with 853,638 reactions. Task: Predict the reaction yield, written as a fraction of the theoretical maximum amount of product (1.0 means a 100% yield; for example, 0.34 means a 34% yield). (1) The reactants are [C:1](N1C=CN=C1)(N1C=CN=C1)=[O:2].[NH2:13][C:14]1[C:19]([CH2:20][NH:21][CH2:22][CH2:23][O:24][CH3:25])=[CH:18][C:17]([Br:26])=[CH:16][N:15]=1. The catalyst is ClCCCl. The product is [Br:26][C:17]1[CH:16]=[N:15][C:14]2[NH:13][C:1](=[O:2])[N:21]([CH2:22][CH2:23][O:24][CH3:25])[CH2:20][C:19]=2[CH:18]=1. The yield is 0.830. (2) The reactants are [Cl-].O[NH3+:3].[C:4](=[O:7])([O-])[OH:5].[Na+].CS(C)=O.[CH3:13][S:14][CH2:15][CH2:16][O:17][C@H:18]1[CH2:23][CH2:22][C@H:21]([N:24]2[C:29](=[O:30])[C:28]([CH2:31][C:32]3[CH:37]=[CH:36][C:35]([C:38]4[C:39]([C:44]#[N:45])=[CH:40][CH:41]=[CH:42][CH:43]=4)=[CH:34][CH:33]=3)=[C:27]([CH2:46][CH2:47][CH3:48])[N:26]3[N:49]=[CH:50][N:51]=[C:25]23)[CH2:20][CH2:19]1. The catalyst is C(OCC)(=O)C. The product is [CH3:13][S:14][CH2:15][CH2:16][O:17][C@H:18]1[CH2:23][CH2:22][C@H:21]([N:24]2[C:29](=[O:30])[C:28]([CH2:31][C:32]3[CH:37]=[CH:36][C:35]([C:38]4[CH:43]=[CH:42][CH:41]=[CH:40][C:39]=4[C:44]4[NH:3][C:4](=[O:7])[O:5][N:45]=4)=[CH:34][CH:33]=3)=[C:27]([CH2:46][CH2:47][CH3:48])[N:26]3[N:49]=[CH:50][N:51]=[C:25]23)[CH2:20][CH2:19]1. The yield is 0.590. (3) The yield is 0.970. The product is [NH2:18][C:16]1[S:17][C:12]2[C:11]([NH:29][C@H:30]([CH2:33][CH2:34][CH3:35])[CH2:31][OH:32])=[N:10][C:9]([S:8][CH2:1][C:2]3[CH:7]=[CH:6][CH:5]=[CH:4][CH:3]=3)=[N:14][C:13]=2[N:15]=1. The reactants are [CH2:1]([S:8][C:9]1[N:10]=[C:11](Cl)[C:12]2[S:17][C:16]([NH2:18])=[N:15][C:13]=2[N:14]=1)[C:2]1[CH:7]=[CH:6][CH:5]=[CH:4][CH:3]=1.CCN(C(C)C)C(C)C.[NH2:29][C@H:30]([CH2:33][CH2:34][CH3:35])[CH2:31][OH:32].O. The catalyst is CN1C(=O)CCC1. (4) The reactants are [CH3:1][C:2]1[O:6][N:5]=[C:4]([C:7]2[CH:12]=[CH:11][CH:10]=[CH:9][CH:8]=2)[C:3]=1[CH2:13][O:14][C:15]1[CH:23]=[CH:22][C:18]([C:19]([OH:21])=O)=[CH:17][N:16]=1.[NH2:24][CH:25]1[CH2:30][CH2:29][CH2:28][N:27]([CH2:31][CH3:32])[CH2:26]1. No catalyst specified. The product is [CH2:31]([N:27]1[CH2:28][CH2:29][CH2:30][CH:25]([NH:24][C:19](=[O:21])[C:18]2[CH:22]=[CH:23][C:15]([O:14][CH2:13][C:3]3[C:4]([C:7]4[CH:8]=[CH:9][CH:10]=[CH:11][CH:12]=4)=[N:5][O:6][C:2]=3[CH3:1])=[N:16][CH:17]=2)[CH2:26]1)[CH3:32]. The yield is 0.950. (5) The reactants are [CH3:1][C:2]1[C:6]([CH3:7])=[C:5]([NH:8][C:9](=[O:16])OCC(Cl)(Cl)Cl)[O:4][N:3]=1.Cl.Cl.[F:19][C:20]1[CH:21]=[C:22]([C:27]2[CH:32]=[CH:31][N:30]=[C:29]([N:33]3[CH2:38][CH2:37][NH:36][CH2:35][CH2:34]3)[N:28]=2)[CH:23]=[C:24]([F:26])[CH:25]=1. The catalyst is O1CCCC1.CCCCCC. The product is [CH3:1][C:2]1[C:6]([CH3:7])=[C:5]([NH:8][C:9]([N:36]2[CH2:37][CH2:38][N:33]([C:29]3[N:28]=[C:27]([C:22]4[CH:23]=[C:24]([F:26])[CH:25]=[C:20]([F:19])[CH:21]=4)[CH:32]=[CH:31][N:30]=3)[CH2:34][CH2:35]2)=[O:16])[O:4][N:3]=1. The yield is 0.790. (6) The reactants are C1(O[C:8](=[O:21])[NH:9][C:10]2[CH:19]=[CH:18][CH:17]=[C:16]3[C:11]=2[CH:12]=[CH:13][N:14]=[C:15]3[Cl:20])C=CC=CC=1.[F:22][C:23]([F:33])([F:32])[C:24]1[CH:31]=[CH:30][C:27]([CH2:28][NH2:29])=[CH:26][CH:25]=1. The catalyst is CS(C)=O. The product is [Cl:20][C:15]1[C:16]2[C:11](=[C:10]([NH:9][C:8]([NH:29][CH2:28][C:27]3[CH:26]=[CH:25][C:24]([C:23]([F:22])([F:32])[F:33])=[CH:31][CH:30]=3)=[O:21])[CH:19]=[CH:18][CH:17]=2)[CH:12]=[CH:13][N:14]=1. The yield is 0.610. (7) The yield is 0.949. The catalyst is O1CCCC1. The reactants are [H-].[Al+3].[Li+].[H-].[H-].[H-].[Br:7][C:8]1[CH:17]=[CH:16][C:15]([O:18][CH3:19])=[CH:14][C:9]=1[C:10](OC)=[O:11].O.O.O.O.O.O.O.O.O.O.S([O-])([O-])(=O)=O.[Na+].[Na+].[F-].[K+]. The product is [Br:7][C:8]1[CH:17]=[CH:16][C:15]([O:18][CH3:19])=[CH:14][C:9]=1[CH2:10][OH:11]. (8) The product is [F:13][C:14]1[CH:15]=[C:16]([C:44]2[CH:49]=[CH:48][CH:47]=[CH:46][C:45]=2[C:50]2[NH:3][C:4](=[O:7])[O:5][N:51]=2)[CH:17]=[CH:18][C:19]=1[CH2:20][C:21]1[C:22](=[O:43])[N:23]([C:33]2[CH:38]=[CH:37][C:36]([O:39][CH:40]([CH3:42])[CH3:41])=[CH:35][CH:34]=2)[C:24]2[N:25]([N:30]=[CH:31][N:32]=2)[C:26]=1[CH2:27][CH2:28][CH3:29]. The yield is 0.640. The reactants are [Cl-].O[NH3+:3].[C:4](=[O:7])([O-])[OH:5].[Na+].CS(C)=O.[F:13][C:14]1[CH:15]=[C:16]([C:44]2[C:45]([C:50]#[N:51])=[CH:46][CH:47]=[CH:48][CH:49]=2)[CH:17]=[CH:18][C:19]=1[CH2:20][C:21]1[C:22](=[O:43])[N:23]([C:33]2[CH:38]=[CH:37][C:36]([O:39][CH:40]([CH3:42])[CH3:41])=[CH:35][CH:34]=2)[C:24]2[N:25]([N:30]=[CH:31][N:32]=2)[C:26]=1[CH2:27][CH2:28][CH3:29]. The catalyst is C(OCC)(=O)C. (9) The yield is 0.470. No catalyst specified. The reactants are [Cl:1][C:2]1[CH:3]=[C:4]([NH:9][C:10]2[C:19]3[C:14](=[CH:15][C:16]([O:27][CH3:28])=[CH:17][C:18]=3[O:20][CH2:21][C@H:22]3[CH2:26][CH2:25][CH2:24][NH:23]3)[N:13]=[CH:12][N:11]=2)[CH:5]=[CH:6][C:7]=1[F:8].[C:29](O)(=[O:32])[CH2:30][OH:31]. The product is [Cl:1][C:2]1[CH:3]=[C:4]([CH:5]=[CH:6][C:7]=1[F:8])[NH:9][C:10]1[C:19]2[C:14](=[CH:15][C:16]([O:27][CH3:28])=[CH:17][C:18]=2[O:20][CH2:21][C@H:22]2[CH2:26][CH2:25][CH2:24][N:23]2[C:30](=[O:31])[CH2:29][OH:32])[N:13]=[CH:12][N:11]=1. (10) The reactants are [ClH:1].[CH:2]1[C:11]2[C:6](=[CH:7][CH:8]=[CH:9][C:10]=2N)[CH:5]=[CH:4][N:3]=1.C(O)(=O)C.N([O-])=O.[Na+].[S:21](=[O:23])=[O:22]. The catalyst is C(#N)C.O.O.O.[Cu](Cl)Cl. The product is [CH:2]1[C:11]2[C:6](=[CH:7][CH:8]=[CH:9][C:10]=2[S:21]([Cl:1])(=[O:23])=[O:22])[CH:5]=[CH:4][N:3]=1. The yield is 0.120.